Dataset: Full USPTO retrosynthesis dataset with 1.9M reactions from patents (1976-2016). Task: Predict the reactants needed to synthesize the given product. (1) Given the product [C:1]([O:5][C:6]([N:8]1[CH2:16][C@H:14]([OH:15])[CH2:13][C@H:9]1[C:10](=[O:11])[N:19]([CH3:20])[CH3:18])=[O:7])([CH3:4])([CH3:3])[CH3:2], predict the reactants needed to synthesize it. The reactants are: [C:1]([O:5][C:6]([N:8]1[CH2:16][C@H:14]([OH:15])[CH2:13][C@H:9]1[C:10](O)=[O:11])=[O:7])([CH3:4])([CH3:3])[CH3:2].Cl.[CH3:18][NH:19][CH3:20]. (2) Given the product [Cl:1][C:2]1[CH:3]=[N:4][C:5]2[N:6]([N:8]=[C:9]([C:11]([N:25]3[CH2:24][CH:23]=[C:22]([C:19]4[CH:20]=[CH:21][C:16]([C:15]([F:14])([F:28])[F:29])=[CH:17][CH:18]=4)[CH2:27][CH2:26]3)=[O:13])[CH:10]=2)[CH:7]=1, predict the reactants needed to synthesize it. The reactants are: [Cl:1][C:2]1[CH:3]=[N:4][C:5]2[N:6]([N:8]=[C:9]([C:11]([OH:13])=O)[CH:10]=2)[CH:7]=1.[F:14][C:15]([F:29])([F:28])[C:16]1[CH:21]=[CH:20][C:19]([C:22]2[CH2:23][CH2:24][NH:25][CH2:26][CH:27]=2)=[CH:18][CH:17]=1. (3) Given the product [Cl:9][C:10]1[CH:15]=[C:14]([I:21])[C:13]([O:16][C:17]([F:18])([F:19])[F:20])=[CH:12][N:11]=1, predict the reactants needed to synthesize it. The reactants are: [Li+].CC([N-]C(C)C)C.[Cl:9][C:10]1[CH:15]=[CH:14][C:13]([O:16][C:17]([F:20])([F:19])[F:18])=[CH:12][N:11]=1.[I:21]I. (4) Given the product [CH2:1]([O:3][C:4]([N:6]1[C:15]2[C:10](=[N:11][C:12]([O:16][CH3:17])=[CH:13][CH:14]=2)[C@@H:9]([NH:18][CH:19]([C:32]2[N:37]=[CH:36][C:35]([N:74]3[CH2:75][CH2:76][N:71]([C:68](=[O:70])[CH3:69])[CH2:72][CH2:73]3)=[CH:34][N:33]=2)[C:20]2[CH:25]=[C:24]([C:26]([F:29])([F:28])[F:27])[CH:23]=[C:22]([C:30]#[N:31])[CH:21]=2)[CH2:8][C@H:7]1[CH2:39][CH3:40])=[O:5])[CH3:2], predict the reactants needed to synthesize it. The reactants are: [CH2:1]([O:3][C:4]([N:6]1[C:15]2[C:10](=[N:11][C:12]([O:16][CH3:17])=[CH:13][CH:14]=2)[C@@H:9]([NH:18][CH:19]([C:32]2[N:37]=[CH:36][C:35](Br)=[CH:34][N:33]=2)[C:20]2[CH:25]=[C:24]([C:26]([F:29])([F:28])[F:27])[CH:23]=[C:22]([C:30]#[N:31])[CH:21]=2)[CH2:8][C@H:7]1[CH2:39][CH3:40])=[O:5])[CH3:2].CC(C)([O-])C.[Na+].C(P(C(C)(C)C)C1C=CC=CC=1C1C=CC=CC=1)(C)(C)C.[C:68]([N:71]1[CH2:76][CH2:75][NH:74][CH2:73][CH2:72]1)(=[O:70])[CH3:69]. (5) Given the product [CH2:5]=[C:4]1[CH2:12][CH2:11][C:10]2([O:9][CH2:8][CH2:7][O:6]2)[CH2:2][CH2:3]1, predict the reactants needed to synthesize it. The reactants are: [Li][CH2:2][CH2:3][CH2:4][CH3:5].[O:6]1[C:10]2(CCC(=O)[CH2:12][CH2:11]2)[O:9][CH2:8][CH2:7]1. (6) Given the product [CH3:12][C:7]1[C:6]([CH3:13])=[C:5]([N:14]2[C:27]3[C:22](=[CH:23][CH:24]=[C:25]([N:28]4[CH2:29][CH2:30][O:31][CH2:32][CH2:33]4)[CH:26]=3)[C:16]3([CH2:17][CH2:18][O:19][CH2:20][CH2:21]3)[CH2:15]2)[C:4]2[C:9](=[CH:10][CH:11]=[CH:2][CH:3]=2)[N:8]=1, predict the reactants needed to synthesize it. The reactants are: Cl[C:2]1[CH:3]=[C:4]2[C:9](=[CH:10][CH:11]=1)[N:8]=[C:7]([CH3:12])[C:6]([CH3:13])=[C:5]2[N:14]1[C:27]2[C:22](=[CH:23][CH:24]=[C:25]([N:28]3[CH2:33][CH2:32][O:31][CH2:30][CH2:29]3)[CH:26]=2)[C:16]2([CH2:21][CH2:20][O:19][CH2:18][CH2:17]2)[CH2:15]1.C(N(CC)CC)C.